Dataset: Forward reaction prediction with 1.9M reactions from USPTO patents (1976-2016). Task: Predict the product of the given reaction. The product is: [CH2:1]([O:3][C:4](=[O:17])[CH:5]([CH2:8][C:9]1[CH:14]=[CH:13][C:12]([O:15][C:23]([CH3:18])([C:25]2[S:29][C:28]([C:30]3[CH:31]=[CH:32][C:33]([C:36]([F:37])([F:38])[F:39])=[CH:34][CH:35]=3)=[N:27][C:26]=2[CH3:40])[CH3:41])=[CH:11][C:10]=1[CH3:16])[CH2:6][CH3:7])[CH3:2]. Given the reactants [CH2:1]([O:3][C:4](=[O:17])[CH:5]([CH2:8][C:9]1[CH:14]=[CH:13][C:12]([OH:15])=[CH:11][C:10]=1[CH3:16])[CH2:6][CH3:7])[CH3:2].[CH:18]1([CH:23]([C:25]2[S:29][C:28]([C:30]3[CH:35]=[CH:34][C:33]([C:36]([F:39])([F:38])[F:37])=[CH:32][CH:31]=3)=[N:27][C:26]=2[CH3:40])O)CCCC1.[CH2:41](P(CCCC)CCCC)CCC.CN(C)C(N=NC(N(C)C)=O)=O, predict the reaction product.